Dataset: Full USPTO retrosynthesis dataset with 1.9M reactions from patents (1976-2016). Task: Predict the reactants needed to synthesize the given product. (1) Given the product [C:2]([O:6][C:7]([N:9]1[CH2:14][CH2:13][CH2:12][CH2:11][C@H:10]1[C:15](=[O:17])[NH2:21])=[O:8])([CH3:5])([CH3:4])[CH3:3], predict the reactants needed to synthesize it. The reactants are: N.[C:2]([O:6][C:7]([N:9]1[CH2:14][CH2:13][CH2:12][CH2:11][C@H:10]1[C:15]([OH:17])=O)=[O:8])([CH3:5])([CH3:4])[CH3:3].C1C[N:21]([P+](ON2N=NC3C=CC=CC2=3)(N2CCCC2)N2CCCC2)CC1.F[P-](F)(F)(F)(F)F. (2) Given the product [F:1][C:2]1[CH:10]=[CH:9][CH:8]=[C:7]([F:11])[C:3]=1[C:4]([O:14][CH2:13][CH3:12])=[O:5], predict the reactants needed to synthesize it. The reactants are: [F:1][C:2]1[CH:10]=[CH:9][CH:8]=[C:7]([F:11])[C:3]=1[C:4](Cl)=[O:5].[CH3:12][CH2:13][OH:14].N1C=CC=CC=1. (3) Given the product [CH2:1]([O:3][C:4](=[O:23])[CH2:5][C:6]1[CH:11]=[C:10]([Cl:12])[CH:9]=[C:8]([O:13][C:14]2[CH:19]=[CH:18][C:17]([Br:20])=[CH:16][C:15]=2[CH2:21][N:26]2[C@H:25]([CH3:24])[C@H:29]([C:30]3[CH:35]=[CH:34][CH:33]=[CH:32][CH:31]=3)[O:28][C:27]2=[O:36])[CH:7]=1)[CH3:2], predict the reactants needed to synthesize it. The reactants are: [CH2:1]([O:3][C:4](=[O:23])[CH2:5][C:6]1[CH:11]=[C:10]([Cl:12])[CH:9]=[C:8]([O:13][C:14]2[CH:19]=[CH:18][C:17]([Br:20])=[CH:16][C:15]=2[CH2:21]Br)[CH:7]=1)[CH3:2].[CH3:24][C@@H:25]1[C@H:29]([C:30]2[CH:35]=[CH:34][CH:33]=[CH:32][CH:31]=2)[O:28][C:27](=[O:36])[NH:26]1. (4) Given the product [CH2:13]([NH:12][C:11]1[CH:10]=[C:9]([N:20]([CH2:33][C:34]2[CH:35]=[CH:36][C:37]([O:40][CH3:41])=[CH:38][CH:39]=2)[C:21]2[CH:22]=[N:23][C:24]([N:27]3[CH2:32][CH2:31][O:30][CH2:29][CH2:28]3)=[CH:25][CH:26]=2)[N:8]=[CH:7][C:6]=1[C:4]([OH:5])=[O:3])[C:14]1[CH:19]=[CH:18][CH:17]=[CH:16][CH:15]=1, predict the reactants needed to synthesize it. The reactants are: C([O:3][C:4]([C:6]1[CH:7]=[N:8][C:9]([N:20]([CH2:33][C:34]2[CH:39]=[CH:38][C:37]([O:40][CH3:41])=[CH:36][CH:35]=2)[C:21]2[CH:22]=[N:23][C:24]([N:27]3[CH2:32][CH2:31][O:30][CH2:29][CH2:28]3)=[CH:25][CH:26]=2)=[CH:10][C:11]=1[NH:12][CH2:13][C:14]1[CH:19]=[CH:18][CH:17]=[CH:16][CH:15]=1)=[O:5])C.Cl. (5) Given the product [CH2:1]([O:3][C:4](=[O:22])[CH2:5][N:6]([CH2:7][CH2:8][NH:9][S:10]([C:13]1[S:14][C:15]2[CH:21]=[CH:20][CH:19]=[CH:18][C:16]=2[N:17]=1)(=[O:12])=[O:11])[C:41](=[O:42])[CH2:40][N:37]1[CH:36]=[N:35][C:34]2[C:33](=[O:44])[NH:32][C:31]([NH:30][C:28]([O:27][CH2:26][CH2:25][S:24][CH3:23])=[O:29])=[N:39][C:38]1=2)[CH3:2], predict the reactants needed to synthesize it. The reactants are: [CH2:1]([O:3][C:4](=[O:22])[CH2:5][NH:6][CH2:7][CH2:8][NH:9][S:10]([C:13]1[S:14][C:15]2[CH:21]=[CH:20][CH:19]=[CH:18][C:16]=2[N:17]=1)(=[O:12])=[O:11])[CH3:2].[CH3:23][S:24][CH2:25][CH2:26][O:27][C:28]([NH:30][C:31]1[NH:32][C:33](=[O:44])[C:34]2[N:35]=[CH:36][N:37]([CH2:40][C:41](O)=[O:42])[C:38]=2[N:39]=1)=[O:29].